This data is from Peptide-MHC class I binding affinity with 185,985 pairs from IEDB/IMGT. The task is: Regression. Given a peptide amino acid sequence and an MHC pseudo amino acid sequence, predict their binding affinity value. This is MHC class I binding data. (1) The peptide sequence is RPALVVDTP. The MHC is HLA-B35:01 with pseudo-sequence HLA-B35:01. The binding affinity (normalized) is 0.0847. (2) The peptide sequence is AQKLATKPV. The MHC is HLA-B39:01 with pseudo-sequence HLA-B39:01. The binding affinity (normalized) is 0.0847. (3) The MHC is HLA-B51:01 with pseudo-sequence HLA-B51:01. The binding affinity (normalized) is 0.491. The peptide sequence is NPIQLSSYSL.